This data is from Reaction yield outcomes from USPTO patents with 853,638 reactions. The task is: Predict the reaction yield, written as a fraction of the theoretical maximum amount of product (1.0 means a 100% yield; for example, 0.34 means a 34% yield). The reactants are [CH2:1]1[C@@H:6]2[CH2:7][CH2:8][CH2:9][N:5]2[CH2:4][C@@H:3]([CH2:10][OH:11])[O:2]1.C(N(CC)CC)C.[CH3:19][S:20](Cl)(=[O:22])=[O:21]. The catalyst is ClCCl. The product is [CH3:19][S:20]([O:11][CH2:10][C@H:3]1[O:2][CH2:1][C@@H:6]2[CH2:7][CH2:8][CH2:9][N:5]2[CH2:4]1)(=[O:22])=[O:21]. The yield is 0.800.